From a dataset of Full USPTO retrosynthesis dataset with 1.9M reactions from patents (1976-2016). Predict the reactants needed to synthesize the given product. Given the product [Br:14][C:3]1[CH:2]=[CH:13][C:6]2[C:7]([CH3:12])=[C:8]([CH:10]=[O:11])[S:9][C:5]=2[CH:4]=1, predict the reactants needed to synthesize it. The reactants are: Br[C:2]1[CH:3]=[CH:4][C:5]2[S:9][C:8]([CH:10]=[O:11])=[C:7]([CH3:12])[C:6]=2[CH:13]=1.[Br:14]C1C=CC2C(C)=CSC=2C=1.